From a dataset of TCR-epitope binding with 47,182 pairs between 192 epitopes and 23,139 TCRs. Binary Classification. Given a T-cell receptor sequence (or CDR3 region) and an epitope sequence, predict whether binding occurs between them. (1) The epitope is AVFDRKSDAK. The TCR CDR3 sequence is CASSLEGSGVTGKLFF. Result: 1 (the TCR binds to the epitope). (2) The epitope is PKYVKQNTLKLAT. The TCR CDR3 sequence is CASSLGGTYSNQPQHF. Result: 1 (the TCR binds to the epitope).